From a dataset of Reaction yield outcomes from USPTO patents with 853,638 reactions. Predict the reaction yield, written as a fraction of the theoretical maximum amount of product (1.0 means a 100% yield; for example, 0.34 means a 34% yield). (1) The reactants are [C:1]([NH:8][C@@H:9]([CH2:13][C:14]1[CH:21]=[C:19]([OH:20])[C:17]([OH:18])=[CH:16][CH:15]=1)[C:10]([OH:12])=[O:11])([O:3][C:4]([CH3:7])([CH3:6])[CH3:5])=[O:2].[OH-].[CH2:23]([N+:27]([CH2:36][CH2:37][CH2:38][CH3:39])([CH2:32][CH2:33][CH2:34][CH3:35])[CH2:28][CH2:29][CH2:30][CH3:31])[CH2:24][CH2:25][CH3:26]. The catalyst is CO. The product is [CH2:36]([N+:27]([CH2:23][CH2:24][CH2:25][CH3:26])([CH2:28][CH2:29][CH2:30][CH3:31])[CH2:32][CH2:33][CH2:34][CH3:35])[CH2:37][CH2:38][CH3:39].[OH:20][C:19]1[CH:21]=[C:14]([CH2:13][C@H:9]([NH:8][C:1]([O:3][C:4]([CH3:7])([CH3:6])[CH3:5])=[O:2])[C:10]([O-:12])=[O:11])[CH:15]=[CH:16][C:17]=1[OH:18]. The yield is 0.830. (2) The reactants are [NH:1]1[CH:5]=[C:4]([C:6]([O:8][CH2:9][CH3:10])=[O:7])[CH:3]=[N:2]1.Cl[CH2:12][C:13]1[CH:18]=[CH:17][C:16]([O:19][CH3:20])=[CH:15][CH:14]=1.C([O-])([O-])=O.[K+].[K+]. The catalyst is C(#N)C. The product is [CH3:20][O:19][C:16]1[CH:17]=[CH:18][C:13]([CH2:12][N:1]2[CH:5]=[C:4]([C:6]([O:8][CH2:9][CH3:10])=[O:7])[CH:3]=[N:2]2)=[CH:14][CH:15]=1. The yield is 0.990. (3) The reactants are [N:1]1[CH:6]=[CH:5][CH:4]=[CH:3][C:2]=1[C:7]1[N:11]=[C:10]([C:12]2[CH:17]=[C:16]([OH:18])[CH:15]=[C:14]([C:19]#[N:20])[CH:13]=2)[O:9][N:8]=1.C(=O)([O-])[O-].[K+].[K+].Br[CH2:28][C:29]([O:31][CH3:32])=[O:30]. The catalyst is CN(C)C=O.ClCCl. The product is [N:1]1[CH:6]=[CH:5][CH:4]=[CH:3][C:2]=1[C:7]1[N:11]=[C:10]([C:12]2[CH:17]=[C:16]([O:18][CH2:28][C:29]([O:31][CH3:32])=[O:30])[CH:15]=[C:14]([C:19]#[N:20])[CH:13]=2)[O:9][N:8]=1. The yield is 0.260. (4) The product is [CH2:1]([CH:4]1[C:8](=[O:12])[CH2:7][CH:6]([CH2:13][CH2:14][NH:15][C:38](=[O:39])[O:37][C:33]([CH3:36])([CH3:35])[CH3:34])[CH2:5]1)[CH:2]=[CH2:3]. The reactants are [CH2:1]([CH:4]1[C:8]2([O:12]CCO2)[CH2:7][CH:6]([CH2:13][C:14]#[N:15])[CH2:5]1)[CH:2]=[CH2:3].C(O)CO.[H-].[Al+3].[Li+].[H-].[H-].[H-].O1CCCC1.[OH-].[Na+].[C:33]([O:37][C:38](O[C:38]([O:37][C:33]([CH3:36])([CH3:35])[CH3:34])=[O:39])=[O:39])([CH3:36])([CH3:35])[CH3:34]. The catalyst is O1CCCC1.O. The yield is 0.480. (5) The reactants are ClC1C=CC=C(C(OO)=[O:9])C=1.[Cl:12][C:13]1[CH:18]=[C:17]([Cl:19])[CH:16]=[CH:15][C:14]=1[C:20]1([C:38]2[CH:43]=[CH:42][C:41]([F:44])=[CH:40][CH:39]=2)[O:24][C:23]2[CH:25]=[C:26]([F:37])[C:27]([C:29]([N:31]3[CH2:36][CH2:35][S:34][CH2:33][CH2:32]3)=[O:30])=[CH:28][C:22]=2[O:21]1. The catalyst is ClCCl. The product is [Cl:12][C:13]1[CH:18]=[C:17]([Cl:19])[CH:16]=[CH:15][C:14]=1[C:20]1([C:38]2[CH:43]=[CH:42][C:41]([F:44])=[CH:40][CH:39]=2)[O:24][C:23]2[CH:25]=[C:26]([F:37])[C:27]([C:29]([N:31]3[CH2:36][CH2:35][S:34](=[O:9])[CH2:33][CH2:32]3)=[O:30])=[CH:28][C:22]=2[O:21]1. The yield is 0.890. (6) The reactants are Cl[C:2]1[C:7]([CH2:8][CH3:9])=[C:6]([Cl:10])[N:5]=[CH:4][N:3]=1.[CH:11]([O:14][C:15]([N:17]1[CH2:22][CH2:21][CH:20]([OH:23])[CH2:19][CH2:18]1)=[O:16])([CH3:13])[CH3:12].CC(C)([O-])C.[K+]. The catalyst is C1COCC1. The product is [CH:11]([O:14][C:15]([N:17]1[CH2:18][CH2:19][CH:20]([O:23][C:2]2[C:7]([CH2:8][CH3:9])=[C:6]([Cl:10])[N:5]=[CH:4][N:3]=2)[CH2:21][CH2:22]1)=[O:16])([CH3:13])[CH3:12]. The yield is 0.398. (7) The reactants are [CH3:1][N:2]1[CH:6]=[CH:5][CH:4]=[C:3]1[C:7]([N:9]1[CH2:18][CH2:17][C:16]2[C:11](=[CH:12][CH:13]=[C:14]([C:19]([O:21]C)=O)[CH:15]=2)[CH2:10]1)=[O:8].[K].[NH2:24][OH:25].C(O)(=O)C. The catalyst is CO. The product is [OH:25][NH:24][C:19]([C:14]1[CH:15]=[C:16]2[C:11](=[CH:12][CH:13]=1)[CH2:10][N:9]([C:7]([C:3]1[N:2]([CH3:1])[CH:6]=[CH:5][CH:4]=1)=[O:8])[CH2:18][CH2:17]2)=[O:21]. The yield is 0.162.